This data is from Full USPTO retrosynthesis dataset with 1.9M reactions from patents (1976-2016). The task is: Predict the reactants needed to synthesize the given product. (1) Given the product [Cl:16][C:17]1[N:22]=[C:21]([C:23]([NH:29][C:30]2[C:31]([CH3:41])=[C:32]([CH:37]=[CH:38][C:39]=2[CH3:40])[C:33]([O:35][CH3:36])=[O:34])=[O:25])[C:20]([CH3:26])=[CH:19][CH:18]=1, predict the reactants needed to synthesize it. The reactants are: C1N(P(Cl)(N2C(=O)OCC2)=O)C(=O)OC1.[Cl:16][C:17]1[N:22]=[C:21]([C:23]([O-:25])=O)[C:20]([CH3:26])=[CH:19][CH:18]=1.[K+].Cl.[NH2:29][C:30]1[C:31]([CH3:41])=[C:32]([CH:37]=[CH:38][C:39]=1[CH3:40])[C:33]([O:35][CH3:36])=[O:34].C(N(C(C)C)CC)(C)C. (2) Given the product [Br:1][C:2]1[C:3]2[C:4]3[CH:13]=[N:14][C:15]([C:16]([O:18][CH2:19][CH3:20])=[O:17])=[CH:21][C:5]=3[NH:6][C:7]=2[C:8]([C:11]#[N:12])=[CH:9][CH:10]=1, predict the reactants needed to synthesize it. The reactants are: [Br:1][C:2]1[CH:10]=[CH:9][C:8]([C:11]#[N:12])=[C:7]2[C:3]=1[C:4]([CH2:13][NH:14][CH:15]([CH:21](OCC)OCC)[C:16]([O:18][CH2:19][CH3:20])=[O:17])=[CH:5][NH:6]2. (3) Given the product [CH3:1][O:2][C:3]1[CH:8]=[C:7]([CH3:9])[CH:6]=[C:5]([CH3:10])[C:4]=1[C:11]1[N:16]2[N:17]=[C:18]([S:28][CH3:29])[C:19]([NH2:20])=[C:15]2[CH:14]=[CH:13][CH:12]=1, predict the reactants needed to synthesize it. The reactants are: [CH3:1][O:2][C:3]1[CH:8]=[C:7]([CH3:9])[CH:6]=[C:5]([CH3:10])[C:4]=1[C:11]1[N:16]2[N:17]=[C:18]([S:28][CH3:29])[C:19]([NH:20]C(=O)OC(C)(C)C)=[C:15]2[CH:14]=[CH:13][CH:12]=1.[OH-].[Na+]. (4) Given the product [CH3:1][O:2][C:3]1[CH:4]=[C:5]2[C:10](=[CH:11][C:12]=1[O:13][CH3:14])[N:9]=[CH:8][CH:7]=[C:6]2[O:15][C:16]1[CH:22]=[CH:21][C:19]([NH:20][C:27](=[O:33])[O:26][CH2:24][CH:35]2[CH2:41][CH2:40][CH2:39][CH2:38][CH2:37][CH2:36]2)=[CH:18][CH:17]=1, predict the reactants needed to synthesize it. The reactants are: [CH3:1][O:2][C:3]1[CH:4]=[C:5]2[C:10](=[CH:11][C:12]=1[O:13][CH3:14])[N:9]=[CH:8][CH:7]=[C:6]2[O:15][C:16]1[CH:22]=[CH:21][C:19]([NH2:20])=[CH:18][CH:17]=1.Cl[C:24](Cl)([O:26][C:27](=[O:33])OC(Cl)(Cl)Cl)Cl.[CH:35]1(CO)[CH2:41][CH2:40][CH2:39][CH2:38][CH2:37][CH2:36]1.C(=O)(O)[O-].[Na+].